From a dataset of Experimentally validated miRNA-target interactions with 360,000+ pairs, plus equal number of negative samples. Binary Classification. Given a miRNA mature sequence and a target amino acid sequence, predict their likelihood of interaction. (1) The miRNA is cel-miR-251 with sequence UUAAGUAGUGGUGCCGCUCUUA. The protein sequence of the target gene is MPRRKRNAGSSSDGTEDSDFSTDLEHTDSSESDGTSRRSARVTRSSARLSQSSQDSSPVRNLQSFGTEEPAYSTRRVTRSQQQPTPVTPKKYPLRQTRSSGSETEQVVDFSDRETKNTADHDESPPRTPTGNAPSSESDIDISSPNVSHDESIAKDMSLKDSGSDLSHRPKRRRFHESYNFNMKCPTPGCNSLGHLTGKHERHFSISGCPLYHNLSADECKVRAQSRDKQIEERMLSHRQDDNNRHATRHQAPTERQLRYKEKVAELRKKRNSGLSKEQKEKYMEHRQTYGNTREPLLEN.... Result: 0 (no interaction). (2) The miRNA is hsa-miR-5186 with sequence AGAGAUUGGUAGAAAUCAGGU. The protein sequence of the target gene is MTSPVLVDIREEVTCPICLELLTEPLSIDCGHSFCQACITPNGRESVIGQEGERSCPVCQTSYQPGNLRPNRHLANIVRRLREVVLGPGKQLKAVLCADHGEKLQLFCQEDGKVICWLCERSQEHRGHHTFLVEEVAQEYQEKFQESLKKLKNEEQEAEKLTAFIREKKTSWKNQMEPERCRIQTEFNQLRNILDRVEQRELKKLEQEEKKGLRIIEEAENDLVHQTQSLRELISDLERRCQGSTMELLQDVSDVTERSEFWTLRKPEALPTKLRSMFRAPDLKRMLRVCRELTDVQSYW.... Result: 1 (interaction).